From a dataset of Forward reaction prediction with 1.9M reactions from USPTO patents (1976-2016). Predict the product of the given reaction. (1) Given the reactants Cl.[NH2:2][CH2:3][CH:4]1[CH2:9][CH2:8][N:7]([C:10]2[C:11]3[S:18][C:17]([C:19]([NH2:21])=[O:20])=[CH:16][C:12]=3[N:13]=[CH:14][N:15]=2)[CH2:6][CH2:5]1.[C:22](=[O:25])([O-])[O-].[Na+].[Na+].[Cl-], predict the reaction product. The product is: [C:22]([NH:2][CH2:3][CH:4]1[CH2:9][CH2:8][N:7]([C:10]2[C:11]3[S:18][C:17]([C:19]([NH2:21])=[O:20])=[CH:16][C:12]=3[N:13]=[CH:14][N:15]=2)[CH2:6][CH2:5]1)(=[O:25])[C:4]([CH3:9])([CH3:5])[CH3:3]. (2) Given the reactants [Cl:1][C:2]1[CH:3]=[C:4]([N:8]2[C:12]([C:13]3[CH:18]=[CH:17][CH:16]=[C:15]([C:19]#[N:20])[CH:14]=3)=[CH:11][C:10]([C:21]([O:23]CC)=[O:22])=[N:9]2)[CH:5]=[CH:6][CH:7]=1.[OH-].[K+], predict the reaction product. The product is: [Cl:1][C:2]1[CH:3]=[C:4]([N:8]2[C:12]([C:13]3[CH:18]=[CH:17][CH:16]=[C:15]([C:19]#[N:20])[CH:14]=3)=[CH:11][C:10]([C:21]([OH:23])=[O:22])=[N:9]2)[CH:5]=[CH:6][CH:7]=1.